Task: Predict the reactants needed to synthesize the given product.. Dataset: Full USPTO retrosynthesis dataset with 1.9M reactions from patents (1976-2016) (1) Given the product [Br:1][C:2]1[CH:7]=[CH:6][C:5]([O:8][CH:20]([CH3:22])[CH3:21])=[C:4]([C:9]2[O:10][C:11]3[CH:17]=[CH:16][C:15]([CH3:18])=[CH:14][C:12]=3[N:13]=2)[CH:3]=1, predict the reactants needed to synthesize it. The reactants are: [Br:1][C:2]1[CH:7]=[CH:6][C:5]([OH:8])=[C:4]([C:9]2[O:10][C:11]3[CH:17]=[CH:16][C:15]([CH3:18])=[CH:14][C:12]=3[N:13]=2)[CH:3]=1.Br[CH:20]([CH3:22])[CH3:21].[H-].[Na+]. (2) Given the product [CH3:48][O:47][C:44]1[CH:45]=[C:46]2[C:41](=[CH:42][CH:43]=1)[NH:40][CH:39]=[C:38]2[CH2:37][CH2:36][CH2:35][N:20]1[CH2:21][CH2:22][N:17]([C:14]2[CH:13]=[CH:12][C:11]([N:6]3[CH:7]=[CH:8][C:9]4[O:10][C:2]([CH3:1])=[CH:3][C:4]=4[C:5]3=[O:23])=[CH:16][CH:15]=2)[CH2:18][CH2:19]1, predict the reactants needed to synthesize it. The reactants are: [CH3:1][C:2]1[O:10][C:9]2[CH:8]=[CH:7][N:6]([C:11]3[CH:16]=[CH:15][C:14]([N:17]4[CH2:22][CH2:21][NH:20][CH2:19][CH2:18]4)=[CH:13][CH:12]=3)[C:5](=[O:23])[C:4]=2[CH:3]=1.CC1C=CC(S(O[CH2:35][CH2:36][CH2:37][C:38]2[C:46]3[C:41](=[CH:42][CH:43]=[C:44]([O:47][CH3:48])[CH:45]=3)[NH:40][CH:39]=2)(=O)=O)=CC=1.C(=O)([O-])[O-].[K+].[K+].[I-].[K+]. (3) Given the product [CH3:10][O:9][C:7]([C:5]1[N:4]=[CH:3][N:2]([CH3:1])[CH:6]=1)=[CH2:12], predict the reactants needed to synthesize it. The reactants are: [CH3:1][N:2]1[CH:6]=[C:5]([C:7]([O:9][CH3:10])=O)[N:4]=[CH:3]1.N1C=CC=C[CH:12]=1. (4) Given the product [C:21]1([C:9]2[NH:10][C:11]3[CH:12]=[CH:13][CH:14]=[C:6]([OH:5])[C:7]=3[CH:8]=2)[CH2:25][CH2:24][CH2:23][CH:22]=1.[C:21]1([C:9]2[NH:10][C:11]3[C:7]([CH:8]=2)=[C:6]([O:5][Si:4]([CH:1]([CH3:3])[CH3:2])([CH:15]([CH3:17])[CH3:16])[CH:18]([CH3:20])[CH3:19])[CH:14]=[CH:13][CH:12]=3)[CH2:25][CH2:24][CH2:23][CH:22]=1, predict the reactants needed to synthesize it. The reactants are: [CH:1]([Si:4]([CH:18]([CH3:20])[CH3:19])([CH:15]([CH3:17])[CH3:16])[O:5][C:6]1[CH:14]=[CH:13][CH:12]=[C:11]2[C:7]=1[CH:8]=[CH:9][NH:10]2)([CH3:3])[CH3:2].[C:21]1(=O)[CH2:25][CH2:24][CH2:23][CH2:22]1. (5) Given the product [C:18]([O:17][C:15]([N:11]1[CH2:12][CH2:13][CH2:14][C@H:10]1[CH2:9][O:8][C:6]1[CH:5]=[N:4][CH:3]=[C:2]([N:35]2[CH2:34][CH2:33][CH:32]([CH2:31][CH2:30][O:29][CH2:28][C:24]3[CH:23]=[N:22][CH:27]=[CH:26][CH:25]=3)[CH2:37][CH2:36]2)[CH:7]=1)=[O:16])([CH3:21])([CH3:20])[CH3:19], predict the reactants needed to synthesize it. The reactants are: Br[C:2]1[CH:3]=[N:4][CH:5]=[C:6]([O:8][CH2:9][C@H:10]2[CH2:14][CH2:13][CH2:12][N:11]2[C:15]([O:17][C:18]([CH3:21])([CH3:20])[CH3:19])=[O:16])[CH:7]=1.[N:22]1[CH:27]=[CH:26][CH:25]=[C:24]([CH2:28][O:29][CH2:30][CH2:31][CH:32]2[CH2:37][CH2:36][NH:35][CH2:34][CH2:33]2)[CH:23]=1.CC(C)([O-])C.[K+]. (6) Given the product [ClH:28].[F:1][C:2]1[C:7]([F:8])=[CH:6][C:5]([C:9]2[CH:10]=[CH:11][C:12]([O:15][CH2:16][C:17]3[CH:18]=[C:19]([NH2:23])[CH:20]=[CH:21][CH:22]=3)=[CH:13][CH:14]=2)=[C:4]([O:26][CH3:27])[CH:3]=1, predict the reactants needed to synthesize it. The reactants are: [F:1][C:2]1[C:7]([F:8])=[CH:6][C:5]([C:9]2[CH:14]=[CH:13][C:12]([O:15][CH2:16][C:17]3[CH:22]=[CH:21][CH:20]=[C:19]([N+:23]([O-])=O)[CH:18]=3)=[CH:11][CH:10]=2)=[C:4]([O:26][CH3:27])[CH:3]=1.[ClH:28].